This data is from Full USPTO retrosynthesis dataset with 1.9M reactions from patents (1976-2016). The task is: Predict the reactants needed to synthesize the given product. (1) Given the product [Br:1][C:2]1[CH:7]=[CH:6][C:5]([CH2:8][CH2:9][S:10]([NH:13][C:14]2[CH:19]=[CH:18][C:17]([C:20]([OH:33])=[O:25])=[CH:16][C:15]=2[S:21](=[O:23])(=[O:22])[NH2:24])(=[O:11])=[O:12])=[CH:4][CH:3]=1, predict the reactants needed to synthesize it. The reactants are: [Br:1][C:2]1[CH:7]=[CH:6][C:5]([CH2:8][CH2:9][S:10]([NH:13][C:14]2[CH:19]=[CH:18][C:17]([CH3:20])=[CH:16][C:15]=2[S:21]([NH2:24])(=[O:23])=[O:22])(=[O:12])=[O:11])=[CH:4][CH:3]=1.[OH-:25].[Na+].[Mn]([O-])(=O)(=O)=O.[K+].[OH2:33]. (2) Given the product [F:36][C:37]([F:42])([F:41])[C:38]([OH:40])=[O:39].[Cl:19][C:15]1[C:14]([F:20])=[C:13]([CH:12]2[C:11]([C:23]3[C:28]([F:29])=[CH:27][C:26]([Cl:30])=[CH:25][N:24]=3)([C:21]#[N:22])[CH:10]([CH2:31][C:32]([CH3:35])([CH3:33])[CH3:34])[NH:9][CH:8]2[C:6]([OH:7])=[O:5])[CH:18]=[CH:17][CH:16]=1, predict the reactants needed to synthesize it. The reactants are: C([O:5][C:6]([CH:8]1[CH:12]([C:13]2[CH:18]=[CH:17][CH:16]=[C:15]([Cl:19])[C:14]=2[F:20])[C:11]([C:23]2[C:28]([F:29])=[CH:27][C:26]([Cl:30])=[CH:25][N:24]=2)([C:21]#[N:22])[CH:10]([CH2:31][C:32]([CH3:35])([CH3:34])[CH3:33])[NH:9]1)=[O:7])(C)(C)C.[F:36][C:37]([F:42])([F:41])[C:38]([OH:40])=[O:39]. (3) Given the product [F:23][C:24]1[CH:31]=[C:30]([O:32][CH3:33])[CH:29]=[C:28]([F:34])[C:25]=1[CH2:26][N:13]1[C:12]2[CH:16]=[CH:17][CH:18]=[CH:19][C:11]=2[S:10](=[O:21])(=[O:20])[N:9]([C:6]2[CH:7]=[N:8][C:3]([O:2][CH2:1][CH3:35])=[C:4]([CH3:22])[CH:5]=2)[C:14]1=[O:15], predict the reactants needed to synthesize it. The reactants are: [CH3:1][O:2][C:3]1[N:8]=[CH:7][C:6]([N:9]2[C:14](=[O:15])[NH:13][C:12]3[CH:16]=[CH:17][CH:18]=[CH:19][C:11]=3[S:10]2(=[O:21])=[O:20])=[CH:5][C:4]=1[CH3:22].[F:23][C:24]1[CH:31]=[C:30]([O:32][CH3:33])[CH:29]=[C:28]([F:34])[C:25]=1[CH2:26]Br.[C:35]([O-])([O-])=O.[K+].[K+].COC1C(C)=CC(N2C(=O)N(CC3C(F)=CC(F)=CC=3F)C3C=CC=CC=3S2(=O)=O)=CC=1C. (4) The reactants are: C(O[C:4](=O)[C:5]1[CH:10]=[C:9]([F:11])[C:8]([Cl:12])=[CH:7][C:6]=1[F:13])C.[BH4-].[Na+]. Given the product [Cl:12][C:8]1[C:9]([F:11])=[CH:10][C:5]([CH3:4])=[C:6]([F:13])[CH:7]=1, predict the reactants needed to synthesize it. (5) Given the product [CH:22](=[O:21])[CH2:23][CH2:24][CH2:25][CH2:26][CH2:27][CH2:28][CH2:29]/[CH:30]=[CH:31]\[CH:32]=[CH:33]/[CH2:34][CH3:35], predict the reactants needed to synthesize it. The reactants are: B.C(N(CC)C1C=CC=CC=1)C.C1CCCCC=1.C([O:21][CH:22](OCC)[CH2:23][CH2:24][CH2:25][CH2:26][CH2:27][CH2:28][CH2:29][C:30]#[C:31][C:32]#[C:33][CH2:34][CH3:35])C.C(O)(=O)C.[OH-].[Na+].OO.C(O)(=O)C(O)=O. (6) Given the product [CH2:1]([N:3]1[C:11]2[C:6](=[CH:7][CH:8]=[C:9]([O:12][CH3:13])[CH:10]=2)[C:5]([C:14]2[CH:15]=[CH:19][O:17][N:16]=2)=[CH:4]1)[CH3:2], predict the reactants needed to synthesize it. The reactants are: [CH2:1]([N:3]1[C:11]2[C:6](=[CH:7][CH:8]=[C:9]([O:12][CH3:13])[CH:10]=2)[C:5]([C:14](=[N:16][OH:17])[CH3:15])=[CH:4]1)[CH3:2].[Li][CH2:19]CCC.CN(C=O)C.O. (7) Given the product [NH2:8][C:9]1[CH:10]=[C:11]([C:16]([CH3:28])([CH3:27])[C:17]([C:19]2[CH:24]=[CH:23][CH:22]=[CH:21][C:20]=2[O:25][CH3:26])=[O:18])[CH:12]=[CH:13][C:14]=1[F:15], predict the reactants needed to synthesize it. The reactants are: C(OC([NH:8][C:9]1[CH:10]=[C:11]([C:16]([CH3:28])([CH3:27])[C:17]([C:19]2[CH:24]=[CH:23][CH:22]=[CH:21][C:20]=2[O:25][CH3:26])=[O:18])[CH:12]=[CH:13][C:14]=1[F:15])=O)(C)(C)C.Cl.C(=O)([O-])O.[Na+]. (8) Given the product [CH3:16][O:15][CH:3]([O:2][CH3:1])[CH2:4][C:5]1[C:6]([C:13]([NH2:14])=[O:19])=[N:7][CH:8]=[C:9]([O:11][CH3:12])[CH:10]=1, predict the reactants needed to synthesize it. The reactants are: [CH3:1][O:2][CH:3]([O:15][CH3:16])[CH2:4][C:5]1[C:6]([C:13]#[N:14])=[N:7][CH:8]=[C:9]([O:11][CH3:12])[CH:10]=1.O.C(=O)([O-])[O-:19].[Na+].[Na+].OO. (9) Given the product [CH:36]1[CH:37]=[C:38]([C:43]2[N:55]=[C:54]([N:56]3[CH2:57][CH2:58][O:59][CH2:60][CH2:61]3)[C:53]3[O:52][C:51]4[N:50]=[CH:49][CH:48]=[CH:47][C:46]=4[C:45]=3[N:44]=2)[CH:39]=[C:40]([OH:42])[CH:41]=1.[CH3:3][CH:2]([CH2:4][CH2:5][CH2:6][C@H:7]([C@@H:9]1[C@:27]2([CH3:28])[C@H:12]([C@H:13]3[C@H:24]([CH2:25][CH2:26]2)[C@:22]2([CH3:23])[C:16]([CH2:17][C@H:18]([CH2:20][CH2:21]2)[OH:19])=[CH:15][CH2:14]3)[CH2:11][CH2:10]1)[CH3:8])[CH3:1], predict the reactants needed to synthesize it. The reactants are: [CH3:1][CH:2]([CH2:4][CH2:5][CH2:6][C@H:7]([C@@H:9]1[C@:27]2([CH3:28])[C@H:12]([C@H:13]3[C@H:24]([CH2:25][CH2:26]2)[C@:22]2([CH3:23])[C:16]([CH2:17][C@H:18]([CH2:20][CH2:21]2)[OH:19])=[CH:15][CH2:14]3)[CH2:11][CH2:10]1)[CH3:8])[CH3:3].C1(=O)OC(=O)CC1.[CH:36]1[CH:37]=[C:38]([C:43]2[N:55]=[C:54]([N:56]3[CH2:61][CH2:60][O:59][CH2:58][CH2:57]3)[C:53]3[O:52][C:51]4[N:50]=[CH:49][CH:48]=[CH:47][C:46]=4[C:45]=3[N:44]=2)[CH:39]=[C:40]([OH:42])[CH:41]=1.CC(CCC[C@H]([C@@H]1[C@]2(C)[C@H]([C@H]3[C@H](CC2)[C@]2(C)C(C[C@H](CC2)O)=CC3)CC1)C)C.C(O)(=O)CCC(O)=O.C(Cl)CCl. (10) Given the product [OH:7][C:8]1[CH:9]=[C:10](/[CH:11]=[CH:20]/[C:21]([NH:23][C:24]2[CH:32]=[CH:31][CH:30]=[CH:29][C:25]=2[C:26]([OH:28])=[O:27])=[O:22])[CH:13]=[CH:14][C:15]=1[OH:16], predict the reactants needed to synthesize it. The reactants are: N1CCCCC1.[OH:7][C:8]1[CH:9]=[C:10]([CH:13]=[CH:14][C:15]=1[OH:16])[CH:11]=O.C([CH2:20][C:21]([NH:23][C:24]1[CH:32]=[CH:31][CH:30]=[CH:29][C:25]=1[C:26]([OH:28])=[O:27])=[O:22])(O)=O.Cl.